Dataset: CYP3A4 inhibition data for predicting drug metabolism from PubChem BioAssay. Task: Regression/Classification. Given a drug SMILES string, predict its absorption, distribution, metabolism, or excretion properties. Task type varies by dataset: regression for continuous measurements (e.g., permeability, clearance, half-life) or binary classification for categorical outcomes (e.g., BBB penetration, CYP inhibition). Dataset: cyp3a4_veith. (1) The molecule is CCOc1ccc(NC(=O)c2ccc(OC)cc2)cc1. The result is 0 (non-inhibitor). (2) The drug is O=C(Nc1ccccc1-c1nc2ccccc2[nH]1)c1ccc(S(=O)(=O)N2CCCCC2)cc1. The result is 0 (non-inhibitor). (3) The compound is Cc1cc(C)n(-c2nc(NCC(C)O)c3c4c(sc3n2)COC(C)(C)C4)n1. The result is 0 (non-inhibitor). (4) The molecule is C[C@@H](C(=O)O)c1ccc(C[C@@H]2CCCC2=O)cc1. The result is 0 (non-inhibitor). (5) The compound is Cc1noc(C)c1C(=O)N1CCC2(CCN(Cc3ccccc3)CC2)CC1. The result is 0 (non-inhibitor). (6) The molecule is COc1ccc(-c2cc(=O)oc3cc4occ(C)c4cc23)cc1. The result is 1 (inhibitor). (7) The molecule is CCCn1nc2cc(C(=O)NCCc3ccc(C)cc3)ccc2c1OCC. The result is 1 (inhibitor).